This data is from Full USPTO retrosynthesis dataset with 1.9M reactions from patents (1976-2016). The task is: Predict the reactants needed to synthesize the given product. (1) Given the product [F:42][CH2:41][CH2:40][N:21]([C@@H:22]1[CH2:26][CH2:25][O:24][CH2:23]1)[C:19]([CH:16]1[CH2:17][CH2:18][N:13]([C:8]2[CH:9]=[N:10][CH:11]=[CH:12][C:7]=2[N:5]2[CH:6]=[C:2]([CH3:1])[CH:3]=[N:4]2)[CH2:14][CH2:15]1)=[O:20], predict the reactants needed to synthesize it. The reactants are: [CH3:1][C:2]1[CH:3]=[N:4][N:5]([C:7]2[CH:12]=[CH:11][N:10]=[CH:9][C:8]=2[N:13]2[CH2:18][CH2:17][CH:16]([C:19]([NH:21][C@@H:22]3[CH2:26][CH2:25][O:24][CH2:23]3)=[O:20])[CH2:15][CH2:14]2)[CH:6]=1.[H-].[Na+].CC1C=CC(S(O[CH2:40][CH2:41][F:42])(=O)=O)=CC=1.[Cl-].[NH4+]. (2) Given the product [C:27]1([NH:26][C:15](=[O:17])[C@H:10]([CH2:11][CH:12]([CH3:13])[CH3:14])[NH:9][C:7](=[O:8])[CH:6]([CH2:5][S:4][C:1](=[O:3])[CH3:2])[CH2:18][CH2:19][C:20]2[CH:25]=[CH:24][CH:23]=[CH:22][CH:21]=2)[CH:32]=[CH:31][CH:30]=[CH:29][CH:28]=1, predict the reactants needed to synthesize it. The reactants are: [C:1]([S:4][CH2:5][CH:6]([CH2:18][CH2:19][C:20]1[CH:25]=[CH:24][CH:23]=[CH:22][CH:21]=1)[C:7]([NH:9][C@H:10]([C:15]([OH:17])=O)[CH2:11][CH:12]([CH3:14])[CH3:13])=[O:8])(=[O:3])[CH3:2].[NH2:26][C:27]1[CH:32]=[CH:31][CH:30]=[CH:29][CH:28]=1.O.ON1C2C=CC=CC=2N=N1.CN1CCOCC1. (3) Given the product [CH2:1]([O:8][C:9]([N:11]1[CH2:20][CH2:19][C:18]2[CH:17]=[C:16]([O:21][CH3:22])[CH:15]=[CH:14][C:13]=2[CH2:23][C:12]1=[O:26])=[O:10])[C:2]1[CH:3]=[CH:4][CH:5]=[CH:6][CH:7]=1, predict the reactants needed to synthesize it. The reactants are: [CH2:1]([O:8][C:9]([N:11]1[CH2:20][CH2:19][C:18]2[C:13](=[CH:14][CH:15]=[C:16]([O:21][CH3:22])[CH:17]=2)[C:12]1=[CH2:23])=[O:10])[C:2]1[CH:7]=[CH:6][CH:5]=[CH:4][CH:3]=1.C([O-])(=[O:26])C.C([O-])(=O)C.C([O-])(=O)C.C([O-])(=O)C.[Pb+4]. (4) Given the product [CH3:28][S:29]([O:27][CH2:26][CH:24]1[CH2:25][CH:23]1[C:19]1[N:15]2[C:16](=[O:18])[CH:17]=[C:12]([CH2:11][N:3]([CH2:1][CH3:2])[CH:4]3[CH2:9][CH:8]=[C:7]([F:10])[CH:6]=[CH:5]3)[N:13]=[C:14]2[S:21][C:20]=1[CH3:22])(=[O:31])=[O:30], predict the reactants needed to synthesize it. The reactants are: [CH2:1]([N:3]([CH2:11][C:12]1[N:13]=[C:14]2[S:21][C:20]([CH3:22])=[C:19]([CH:23]3[CH2:25][CH:24]3[CH2:26][OH:27])[N:15]2[C:16](=[O:18])[CH:17]=1)[CH:4]1[CH2:9][CH:8]=[C:7]([F:10])[CH:6]=[CH:5]1)[CH3:2].[CH3:28][S:29](Cl)(=[O:31])=[O:30].C(N(CC)CC)C. (5) Given the product [CH3:9][C:10]([CH3:15])([CH3:14])[C:11]([NH:8][CH2:7][CH2:6][C:2]1[S:1][CH:5]=[CH:4][CH:3]=1)=[O:12], predict the reactants needed to synthesize it. The reactants are: [S:1]1[CH:5]=[CH:4][CH:3]=[C:2]1[CH2:6][CH2:7][NH2:8].[CH3:9][C:10]([CH3:15])([CH3:14])[C:11](Cl)=[O:12].C(O)C(N)(CO)CO.